This data is from Catalyst prediction with 721,799 reactions and 888 catalyst types from USPTO. The task is: Predict which catalyst facilitates the given reaction. (1) Reactant: [NH2:1][C:2]1[N:7]=[C:6](Cl)[N:5]=[C:4]([C:9]#[N:10])[N:3]=1.CN(C=O)C.C(N(C(C)C)CC)(C)C.[CH3:25][NH:26][C:27]1[CH:32]=[CH:31][CH:30]=[CH:29][CH:28]=1. Product: [NH2:1][C:2]1[N:7]=[C:6]([N:26]([CH3:25])[C:27]2[CH:32]=[CH:31][CH:30]=[CH:29][CH:28]=2)[N:5]=[C:4]([C:9]#[N:10])[N:3]=1. The catalyst class is: 25. (2) Reactant: C(OCC)(=O)C.[CH3:7][O:8][C:9]1[CH:10]=[C:11]([CH:15]=[C:16]([O:20][CH3:21])[C:17]=1[O:18][CH3:19])[C:12](Cl)=[O:13].[CH3:22][CH:23]([CH3:26])[CH2:24][NH2:25]. The catalyst class is: 66. Product: [CH3:22][CH:23]([CH3:26])[CH2:24][NH:25][C:12](=[O:13])[C:11]1[CH:10]=[C:9]([O:8][CH3:7])[C:17]([O:18][CH3:19])=[C:16]([O:20][CH3:21])[CH:15]=1.